Predict the product of the given reaction. From a dataset of Forward reaction prediction with 1.9M reactions from USPTO patents (1976-2016). Given the reactants [N:1]1([C:12](=[O:13])[C:11]2[NH:10][CH:9]=[N:8][C:7]=2[N:5]([CH3:6])[C:3]1=[O:4])[CH3:2].[C:14](=[O:17])([O-])[O-].[K+].[K+].Br[CH2:21][CH2:22][CH2:23][CH2:24][CH2:25][C:26]([O:28]CC)=[O:27].[CH3:31]N(C)C=O, predict the reaction product. The product is: [CH2:14]([O:17][N:10]1[C:11]2[C:12](=[O:13])[N:1]([CH3:2])[C:3](=[O:4])[N:5]([CH3:6])[C:7]=2[N:8]=[C:9]1[CH2:21][CH2:22][CH2:23][CH2:24][CH2:25][C:26]([OH:28])=[O:27])[CH3:31].